From a dataset of Forward reaction prediction with 1.9M reactions from USPTO patents (1976-2016). Predict the product of the given reaction. (1) The product is: [CH3:25][O:24][C:3]1[CH:4]=[C:5]2[C:10](=[CH:11][C:2]=1[O:1][CH2:52][CH:49]([CH2:50][OH:51])[CH2:48][OH:47])[N:9]=[CH:8][CH:7]=[C:6]2[O:12][C:13]1[C:14]([CH3:23])=[N:15][C:16]2[C:21]([CH:22]=1)=[CH:20][N:19]=[CH:18][CH:17]=2. Given the reactants [OH:1][C:2]1[CH:11]=[C:10]2[C:5]([C:6]([O:12][C:13]3[C:14]([CH3:23])=[N:15][C:16]4[C:21]([CH:22]=3)=[CH:20][N:19]=[CH:18][CH:17]=4)=[CH:7][CH:8]=[N:9]2)=[CH:4][C:3]=1[O:24][CH3:25].C1(P(C2C=CC=CC=2)C2C=CC=CC=2)C=CC=CC=1.CC1(C)[O:51][CH2:50][CH:49]([CH2:52]O)[CH2:48][O:47]1.S(=O)(=O)(O)O.[OH-].[Na+], predict the reaction product. (2) Given the reactants [Cl:1][C:2]1[N:6]([C:7]2[N:11]([CH3:12])[N:10]=[CH:9][CH:8]=2)[CH:5]=[C:4]([C:13]([O:15]C)=[O:14])[CH:3]=1.[Cl:17][C:18]1[CH:19]=[N:20][N:21]([CH3:32])[C:22]=1[N:23]1[CH:27]=[CH:26][C:25]([C:28]([O:30]C)=[O:29])=[CH:24]1.[Cl:33][C:34]1[N:35]([C:43]2[N:47]([CH3:48])[N:46]=[CH:45][CH:44]=2)[CH:36]=[CH:37][C:38]=1[C:39]([O:41]C)=[O:40].[OH-].[Na+], predict the reaction product. The product is: [Cl:1][C:2]1[N:6]([C:7]2[N:11]([CH3:12])[N:10]=[CH:9][CH:8]=2)[CH:5]=[C:4]([C:13]([OH:15])=[O:14])[CH:3]=1.[Cl:17][C:18]1[CH:19]=[N:20][N:21]([CH3:32])[C:22]=1[N:23]1[CH:27]=[CH:26][C:25]([C:28]([OH:30])=[O:29])=[CH:24]1.[Cl:33][C:34]1[N:35]([C:43]2[N:47]([CH3:48])[N:46]=[CH:45][CH:44]=2)[CH:36]=[CH:37][C:38]=1[C:39]([OH:41])=[O:40].